Predict the product of the given reaction. From a dataset of Forward reaction prediction with 1.9M reactions from USPTO patents (1976-2016). (1) Given the reactants C(OC([C:6]1C=C(C#N)C=C(C)[N:7]=1)=O)C.[CH3:15][N:16]1[CH:20]=[CH:19][C:18]([NH:21][C:22]([C:24]2[CH:29]=[C:28](Br)[CH:27]=[C:26]([CH2:31][CH3:32])[N:25]=2)=[O:23])=[N:17]1, predict the reaction product. The product is: [CH3:15][N:16]1[CH:20]=[CH:19][C:18]([NH:21][C:22]([C:24]2[CH:29]=[C:28]([C:6]#[N:7])[CH:27]=[C:26]([CH2:31][CH3:32])[N:25]=2)=[O:23])=[N:17]1. (2) Given the reactants [Cl:1][C:2]1[CH:3]=[C:4]([CH:6]=[CH:7][C:8]=1[Cl:9])[NH2:5].[CH:10](O)=[O:11], predict the reaction product. The product is: [Cl:1][C:2]1[CH:3]=[C:4]([NH:5][CH:10]=[O:11])[CH:6]=[CH:7][C:8]=1[Cl:9]. (3) Given the reactants [CH2:1]([O:3][C:4]([C:6]1[NH:7][C:8]2[C:13]([C:14]=1[Cl:15])=[CH:12][C:11]([Br:16])=[CH:10][CH:9]=2)=[O:5])[CH3:2].[CH:17]1([O:22][C:23]2[CH:28]=[CH:27][C:26](B(O)O)=[CH:25][CH:24]=2)[CH2:21][CH2:20][CH2:19][CH2:18]1, predict the reaction product. The product is: [CH2:1]([O:3][C:4]([C:6]1[N:7]([C:26]2[CH:27]=[CH:28][C:23]([O:22][CH:17]3[CH2:21][CH2:20][CH2:19][CH2:18]3)=[CH:24][CH:25]=2)[C:8]2[C:13]([C:14]=1[Cl:15])=[CH:12][C:11]([Br:16])=[CH:10][CH:9]=2)=[O:5])[CH3:2]. (4) Given the reactants [C:1]1([S:11](Cl)(=[O:13])=[O:12])[C:10]2[C:5](=[CH:6][CH:7]=[CH:8][CH:9]=2)[CH:4]=[CH:3][CH:2]=1.[NH2:15][C:16]1[CH:17]=[C:18]2[C:22](=[CH:23][CH:24]=1)[N:21]([CH2:25][CH2:26][N:27]1[CH2:31][CH2:30][CH2:29][CH2:28]1)[CH:20]=[CH:19]2.C(=O)(O)[O-].[Na+], predict the reaction product. The product is: [N:27]1([CH2:26][CH2:25][N:21]2[C:22]3[C:18](=[CH:17][C:16]([NH:15][S:11]([C:1]4[C:10]5[C:5](=[CH:6][CH:7]=[CH:8][CH:9]=5)[CH:4]=[CH:3][CH:2]=4)(=[O:13])=[O:12])=[CH:24][CH:23]=3)[CH:19]=[CH:20]2)[CH2:31][CH2:30][CH2:29][CH2:28]1.